This data is from Reaction yield outcomes from USPTO patents with 853,638 reactions. The task is: Predict the reaction yield, written as a fraction of the theoretical maximum amount of product (1.0 means a 100% yield; for example, 0.34 means a 34% yield). (1) The reactants are [N:1]1[CH:6]=[CH:5][CH:4]=[CH:3][C:2]=1[N:7]1[CH2:11][CH2:10][CH:9]([NH:12]C(=O)OC(C)(C)C)[CH2:8]1.[ClH:20]. The catalyst is CO.O1CCOCC1. The product is [ClH:20].[ClH:20].[N:1]1[CH:6]=[CH:5][CH:4]=[CH:3][C:2]=1[N:7]1[CH2:11][CH2:10][CH:9]([NH2:12])[CH2:8]1. The yield is 0.920. (2) The reactants are [CH2:1]([O:8][C:9]1[CH:10]=[C:11]2[C:15](=[CH:16][CH:17]=1)[NH:14][C:13]([C:18]([O:20]CC)=O)=[CH:12]2)[C:2]1[CH:7]=[CH:6][CH:5]=[CH:4][CH:3]=1.CC(C)([O-])C.[K+:28].[C:29]([O:33][CH2:34][CH3:35])(=[O:32])[CH:30]=[CH2:31]. The catalyst is C1COCC1. The yield is 0.610. The product is [CH2:1]([O:8][C:9]1[CH:17]=[CH:16][C:15]2[N:14]3[CH2:31][C:30]([C:29]([O:33][CH2:34][CH3:35])=[O:32])=[C:18]([O-:20])[C:13]3=[CH:12][C:11]=2[CH:10]=1)[C:2]1[CH:3]=[CH:4][CH:5]=[CH:6][CH:7]=1.[K+:28]. (3) The reactants are [NH2:1][CH2:2][C:3]1[CH:4]=[N:5][CH:6]=[CH:7][CH:8]=1.[F:9][C:10]([F:36])([F:35])[C:11]1[CH:16]=[CH:15][C:14]([C:17]2[C:18]([C:23]([NH:25][C:26]3[CH:27]=[C:28]([C:32](O)=[O:33])[N:29]([CH3:31])[CH:30]=3)=[O:24])=[CH:19][CH:20]=[CH:21][CH:22]=2)=[CH:13][CH:12]=1.CN(C(ON1N=NC2C=CC=CC1=2)=[N+](C)C)C.[B-](F)(F)(F)F.C(N(C(C)C)C(C)C)C. The catalyst is CN(C)C=O.ClCCl.C(O)C. The product is [N:5]1[CH:6]=[CH:7][CH:8]=[C:3]([CH2:2][NH:1][C:32]([C:28]2[N:29]([CH3:31])[CH:30]=[C:26]([NH:25][C:23]([C:18]3[C:17]([C:14]4[CH:13]=[CH:12][C:11]([C:10]([F:36])([F:9])[F:35])=[CH:16][CH:15]=4)=[CH:22][CH:21]=[CH:20][CH:19]=3)=[O:24])[CH:27]=2)=[O:33])[CH:4]=1. The yield is 1.00. (4) The reactants are BrCCBr.C[Si](Cl)(C)C.[CH3:10][O:11][C:12](=[O:21])/[C:13](/I)=[CH:14]\[CH:15]1[CH2:19][CH2:18][CH2:17][CH2:16]1.C1(P(C2C=CC=CC=2)C2C=CC=CC=2)C=CC=CC=1.[Cl:41][C:42]1[CH:47]=[C:46](I)[CH:45]=[CH:44][C:43]=1[N:49]1[C:53]([CH3:54])=[N:52][N:51]=[N:50]1.[Cl-].[NH4+]. The catalyst is O1CCCC1.[Zn].C1C=CC(/C=C/C(/C=C/C2C=CC=CC=2)=O)=CC=1.C1C=CC(/C=C/C(/C=C/C2C=CC=CC=2)=O)=CC=1.[Pd]. The product is [CH3:10][O:11][C:12](=[O:21])/[C:13](/[C:46]1[CH:45]=[CH:44][C:43]([N:49]2[C:53]([CH3:54])=[N:52][N:51]=[N:50]2)=[C:42]([Cl:41])[CH:47]=1)=[CH:14]/[CH:15]1[CH2:19][CH2:18][CH2:17][CH2:16]1. The yield is 0.910. (5) The reactants are C([C:4]1[N:9]=[C:8]([C:10]([O:12][CH3:13])=[O:11])[C:7]([O:14][CH3:15])=[C:6]([N:16](C(OC(C)(C)C)=O)C(OC(C)(C)C)=O)[CH:5]=1)(=O)C.COCCN(S(F)(F)F)CCOC.[C:44](O)([C:46]([F:49])(F)[F:47])=O. The catalyst is ClCCCl. The product is [NH2:16][C:6]1[CH:5]=[C:4]([C:46]([F:49])([F:47])[CH3:44])[N:9]=[C:8]([C:10]([O:12][CH3:13])=[O:11])[C:7]=1[O:14][CH3:15]. The yield is 0.830. (6) The reactants are [Cl:1][C:2]1[CH:20]=[CH:19][C:5]([CH2:6][C:7]2[CH:8]=[N:9][C:10]3[N:11]([N:13]=[CH:14][C:15]=3[C:16](O)=[O:17])[CH:12]=2)=[CH:4][C:3]=1[O:21][C:22]([F:25])([F:24])[F:23].CN(C(ON1N=NC2C=CC=CC1=2)=[N+](C)C)C.[B-](F)(F)(F)F.C(N(CC)C(C)C)(C)C.[Cl-].[NH2:58][C:59](=[O:63])[CH2:60][CH2:61][NH3+:62]. The catalyst is CN(C=O)C. The product is [NH2:58][C:59](=[O:63])[CH2:60][CH2:61][NH:62][C:16]([C:15]1[CH:14]=[N:13][N:11]2[CH:12]=[C:7]([CH2:6][C:5]3[CH:19]=[CH:20][C:2]([Cl:1])=[C:3]([O:21][C:22]([F:23])([F:25])[F:24])[CH:4]=3)[CH:8]=[N:9][C:10]=12)=[O:17]. The yield is 0.140. (7) The yield is 0.00100. The product is [NH4+:15].[OH-:5].[CH3:13][C:12]1[CH:11]=[C:10]([CH2:14][N:15]2[C:23]3[C:18](=[CH:19][C:20]([Cl:24])=[CH:21][CH:22]=3)[C:17]([CH3:25])=[C:16]2[C:26]2[CH:27]=[N:28][CH:29]=[CH:30][CH:31]=2)[CH:9]=[C:8]([CH3:32])[C:7]=1[C:6]([OH:33])=[O:5]. The reactants are [I-].[Li+].C([O:5][C:6](=[O:33])[C:7]1[C:12]([CH3:13])=[CH:11][C:10]([CH2:14][N:15]2[C:23]3[C:18](=[CH:19][C:20]([Cl:24])=[CH:21][CH:22]=3)[C:17]([CH3:25])=[C:16]2[C:26]2[CH:27]=[N:28][CH:29]=[CH:30][CH:31]=2)=[CH:9][C:8]=1[CH3:32])C.Cl. The catalyst is N1C(C)=CC=CC=1C. (8) The reactants are [NH:1]1[C:9]2[CH:8]=[CH:7][CH:6]=[C:5]([C:10]([O:12][CH3:13])=[O:11])[C:4]=2[CH:3]=[CH:2]1.P(=O)(Cl)(Cl)Cl.CN([CH:22]=[O:23])C. No catalyst specified. The product is [CH:22]([C:3]1[C:4]2[C:5]([C:10]([O:12][CH3:13])=[O:11])=[CH:6][CH:7]=[CH:8][C:9]=2[NH:1][CH:2]=1)=[O:23]. The yield is 0.600. (9) The reactants are [CH3:1][C:2]([OH:6])([CH3:5])[CH2:3][OH:4].[CH3:7][C:8]([Si:11](Cl)([CH3:13])[CH3:12])([CH3:10])[CH3:9]. The catalyst is C(Cl)Cl.CN(C1C=CN=CC=1)C. The product is [C:8]([Si:11]([CH3:13])([CH3:12])[O:4][CH2:3][C:2]([CH3:5])([OH:6])[CH3:1])([CH3:10])([CH3:9])[CH3:7]. The yield is 0.840.